Task: Predict the reactants needed to synthesize the given product.. Dataset: Full USPTO retrosynthesis dataset with 1.9M reactions from patents (1976-2016) (1) Given the product [F:1][C:2]1[CH:7]=[CH:6][C:5]([S:8]([N:11]2[C:15]([C:16]3[CH:21]=[CH:20][C:19]([O:22][CH3:23])=[CH:18][CH:17]=3)=[CH:14][C:13]([CH2:24][NH:30][CH3:29])=[CH:12]2)(=[O:10])=[O:9])=[CH:4][CH:3]=1, predict the reactants needed to synthesize it. The reactants are: [F:1][C:2]1[CH:7]=[CH:6][C:5]([S:8]([N:11]2[C:15]([C:16]3[CH:21]=[CH:20][C:19]([O:22][CH3:23])=[CH:18][CH:17]=3)=[CH:14][C:13]([CH:24]=O)=[CH:12]2)(=[O:10])=[O:9])=[CH:4][CH:3]=1.[Cl-].C[NH3+].[C:29]([BH3-])#[N:30].[Na+]. (2) Given the product [CH3:17][CH:16]([CH3:18])[CH2:15][CH2:14][CH2:13][C:11]1[NH:10][N:9]=[C:8]([C:6]([OH:7])=[O:5])[CH:12]=1, predict the reactants needed to synthesize it. The reactants are: [OH-].[Na+].C([O:5][C:6]([C:8]1[CH:12]=[C:11]([CH2:13][CH2:14][CH2:15][CH:16]([CH3:18])[CH3:17])[NH:10][N:9]=1)=[O:7])C.